This data is from Forward reaction prediction with 1.9M reactions from USPTO patents (1976-2016). The task is: Predict the product of the given reaction. (1) Given the reactants C([N:8]1[CH2:13][CH2:12][CH:11]=[C:10]([C:14]2[C:15](=[O:53])[NH:16][C:17]3[C:22]([CH:23]=2)=[CH:21][C:20]2[C:24]([C:46]4[CH:51]=[CH:50][N:49]=[C:48]([CH3:52])[CH:47]=4)=[N:25][N:26]([C:27]([C:40]4[CH:45]=[CH:44][CH:43]=[CH:42][CH:41]=4)([C:34]4[CH:39]=[CH:38][CH:37]=[CH:36][CH:35]=4)[C:28]4[CH:33]=[CH:32][CH:31]=[CH:30][CH:29]=4)[C:19]=2[CH:18]=3)[CH2:9]1)C1C=CC=CC=1.[CH3:66][C:65]([O:64][C:62](O[C:62]([O:64][C:65]([CH3:68])([CH3:67])[CH3:66])=[O:63])=[O:63])([CH3:68])[CH3:67], predict the reaction product. The product is: [CH3:52][C:48]1[CH:47]=[C:46]([C:24]2[C:20]3[CH:21]=[C:22]4[C:17](=[CH:18][C:19]=3[N:26]([C:27]([C:34]3[CH:35]=[CH:36][CH:37]=[CH:38][CH:39]=3)([C:40]3[CH:41]=[CH:42][CH:43]=[CH:44][CH:45]=3)[C:28]3[CH:29]=[CH:30][CH:31]=[CH:32][CH:33]=3)[N:25]=2)[NH:16][C:15](=[O:53])[C:14]([CH:10]2[CH2:11][CH2:12][CH2:13][N:8]([C:62]([O:64][C:65]([CH3:66])([CH3:67])[CH3:68])=[O:63])[CH2:9]2)=[CH:23]4)[CH:51]=[CH:50][N:49]=1. (2) Given the reactants [CH3:1][C:2]1[CH:7]=[CH:6][C:5]([S:8]([O:11][CH2:12][CH:13]2[CH2:17][C:16]3[C:18]([F:23])=[CH:19][CH:20]=[C:21](Br)[C:15]=3[O:14]2)(=[O:10])=[O:9])=[CH:4][CH:3]=1.[C:24]1(B(O)O)[CH:29]=[CH:28][CH:27]=[CH:26][CH:25]=1.C(=O)([O-])[O-].[K+].[K+], predict the reaction product. The product is: [CH3:1][C:2]1[CH:7]=[CH:6][C:5]([S:8]([O:11][CH2:12][CH:13]2[CH2:17][C:16]3[C:18]([F:23])=[CH:19][CH:20]=[C:21]([C:24]4[CH:29]=[CH:28][CH:27]=[CH:26][CH:25]=4)[C:15]=3[O:14]2)(=[O:10])=[O:9])=[CH:4][CH:3]=1. (3) Given the reactants CON(C)[C:4](=[O:14])[CH2:5][NH:6][C:7](=[O:13])[O:8][C:9]([CH3:12])([CH3:11])[CH3:10].[CH:16]1([Mg]Cl)[CH2:21][CH2:20][CH2:19][CH2:18][CH2:17]1, predict the reaction product. The product is: [CH:16]1([C:4](=[O:14])[CH2:5][NH:6][C:7](=[O:13])[O:8][C:9]([CH3:10])([CH3:11])[CH3:12])[CH2:21][CH2:20][CH2:19][CH2:18][CH2:17]1.